This data is from HIV replication inhibition screening data with 41,000+ compounds from the AIDS Antiviral Screen. The task is: Binary Classification. Given a drug SMILES string, predict its activity (active/inactive) in a high-throughput screening assay against a specified biological target. The drug is Cc1c(N2CCN(C)CC2)nc2ccc(Cl)cc2c1-c1ccccc1. The result is 0 (inactive).